Task: Predict the product of the given reaction.. Dataset: Forward reaction prediction with 1.9M reactions from USPTO patents (1976-2016) (1) Given the reactants [NH2:1][C:2]1[C:3]([C:16]([NH2:18])=[O:17])=[N:4][N:5]([C:7]2[CH:12]=[CH:11][C:10]([Br:13])=[CH:9][C:8]=2[CH2:14][CH3:15])[CH:6]=1.C(O)(=O)C.O.[O-:24][C:25]#[N:26].[K+], predict the reaction product. The product is: [NH2:26][C:25]([NH:1][C:2]1[C:3]([C:16]([NH2:18])=[O:17])=[N:4][N:5]([C:7]2[CH:12]=[CH:11][C:10]([Br:13])=[CH:9][C:8]=2[CH2:14][CH3:15])[CH:6]=1)=[O:24]. (2) Given the reactants [CH2:1]([N:8]1[CH2:13][CH:12]2[C:10]([NH2:14])([CH2:11]2)[CH2:9]1)[C:2]1[CH:7]=[CH:6][CH:5]=[CH:4][CH:3]=1.[CH:15]1([C:18](Cl)=[O:19])[CH2:17][CH2:16]1, predict the reaction product. The product is: [CH2:1]([N:8]1[CH2:13][CH:12]2[C:10]([NH:14][C:18]([CH:15]3[CH2:17][CH2:16]3)=[O:19])([CH2:11]2)[CH2:9]1)[C:2]1[CH:3]=[CH:4][CH:5]=[CH:6][CH:7]=1. (3) Given the reactants Cl.[N:2]1[CH:7]=[CH:6][C:5]([C:8](=[NH:10])[NH2:9])=[CH:4][CH:3]=1.[NH:11]([C:13]([C:15]1[S:16][CH:17]=[CH:18][C:19]=1[NH:20][C:21](=[O:31])[CH2:22][C:23]1[CH:28]=[CH:27][C:26]([O:29][CH3:30])=[CH:25][CH:24]=1)=O)N, predict the reaction product. The product is: [CH3:30][O:29][C:26]1[CH:25]=[CH:24][C:23]([CH2:22][C:21]([NH:20][C:19]2[CH:18]=[CH:17][S:16][C:15]=2[C:13]2[NH:11][N:9]=[C:8]([C:5]3[CH:6]=[CH:7][N:2]=[CH:3][CH:4]=3)[N:10]=2)=[O:31])=[CH:28][CH:27]=1. (4) Given the reactants [CH:1]1[C:13]2[NH:12][C:11]3[C:6](=[CH:7][CH:8]=[CH:9][CH:10]=3)[C:5]=2[C:4]([O:14][CH2:15][CH:16]([OH:24])[CH2:17][N:18]2[CH2:23][CH2:22][NH:21][CH2:20][CH2:19]2)=[CH:3][CH:2]=1.[N+:25]([C:28]1[O:34][C:31]([CH:32]=O)=[CH:30][CH:29]=1)([O-:27])=[O:26].[BH-](OC(C)=O)(OC(C)=O)OC(C)=O.[Na+], predict the reaction product. The product is: [CH:1]1[C:13]2[NH:12][C:11]3[C:6](=[CH:7][CH:8]=[CH:9][CH:10]=3)[C:5]=2[C:4]([O:14][CH2:15][CH:16]([OH:24])[CH2:17][N:18]2[CH2:23][CH2:22][N:21]([CH2:32][C:31]3[O:34][C:28]([N+:25]([O-:27])=[O:26])=[CH:29][CH:30]=3)[CH2:20][CH2:19]2)=[CH:3][CH:2]=1. (5) Given the reactants [CH3:1][N:2]([CH3:33])[CH2:3][CH2:4][CH2:5][N:6]1[CH2:11][CH2:10][CH:9]([C:12]2[CH:17]=[CH:16][C:15]([NH:18]/[CH:19]=[C:20]3\[C:21](=[O:32])[NH:22][C:23](=[O:31])[C:24]4[C:29]\3=[CH:28][C:27]([I:30])=[CH:26][CH:25]=4)=[CH:14][CH:13]=2)[CH2:8][CH2:7]1.BrC1C=C2C(=CC=1)[C:41](=[O:45])NC(=O)C2=CNC1C=CC(N2CC(C)NC(C)C2)=CC=1, predict the reaction product. The product is: [I:30][C:27]1[CH:28]=[C:29]2[C:24](=[CH:25][CH:26]=1)[C:23](=[O:31])[NH:22][C:21](=[O:32])/[C:20]/2=[CH:19]/[O:45][CH3:41].[CH3:33][N:2]([CH3:1])[CH2:3][CH2:4][CH2:5][N:6]1[CH2:7][CH2:8][CH:9]([C:12]2[CH:17]=[CH:16][C:15]([NH2:18])=[CH:14][CH:13]=2)[CH2:10][CH2:11]1. (6) The product is: [CH:37]([NH:1][CH2:2][CH2:3][CH:4]1[CH2:20][N:8]2[C:9](=[O:19])[CH:10]=[C:11]([C:13]3[CH:14]=[CH:15][CH:16]=[CH:17][CH:18]=3)[N:12]=[C:7]2[N:6]([C:21]2[CH:26]=[CH:25][N:24]=[C:23]([NH:27][CH2:28][CH2:29][C:30]3[CH:35]=[CH:34][CH:33]=[CH:32][CH:31]=3)[N:22]=2)[CH2:5]1)([CH3:39])[CH3:36]. Given the reactants [NH2:1][CH2:2][CH2:3][CH:4]1[CH2:20][N:8]2[C:9](=[O:19])[CH:10]=[C:11]([C:13]3[CH:18]=[CH:17][CH:16]=[CH:15][CH:14]=3)[N:12]=[C:7]2[N:6]([C:21]2[CH:26]=[CH:25][N:24]=[C:23]([NH:27][CH2:28][CH2:29][C:30]3[CH:35]=[CH:34][CH:33]=[CH:32][CH:31]=3)[N:22]=2)[CH2:5]1.[CH3:36][C:37]([CH3:39])=O.ClCCl.C(O[BH-](OC(=O)C)OC(=O)C)(=O)C.[Na+], predict the reaction product. (7) Given the reactants Br[C:2]1[CH:26]=[CH:25][C:24]2([C:38]3[CH:37]=[CH:36][CH:35]=[CH:34][C:33]=3[C:32]3[C:27]2=[CH:28][CH:29]=[CH:30][CH:31]=3)[C:23]2[C:3]=1[CH:4]=[C:5]1[CH:22]=[C:21]3[C:8]([C:9]4[C:14]([C:15]5[C:20]3=[CH:19][CH:18]=[CH:17][CH:16]=5)=[CH:13][CH:12]=[CH:11][CH:10]=4)=[CH:7][C:6]1=2.[CH:39]1[C:51]2[NH:50][C:49]3[C:44](=[CH:45][CH:46]=[CH:47][CH:48]=3)[C:43]=2[CH:42]=[CH:41][CH:40]=1.CC(C)([O-])C.[Na+], predict the reaction product. The product is: [CH:19]1[CH:18]=[CH:17][CH:16]=[C:15]2[C:20]=1[C:21]1[C:8]([C:9]3[C:14]2=[CH:13][CH:12]=[CH:11][CH:10]=3)=[CH:7][C:6]2=[C:23]3[C:3]([CH:4]=[C:5]2[CH:22]=1)=[C:2]([N:50]1[C:51]2[CH:39]=[CH:40][CH:41]=[CH:42][C:43]=2[C:44]2[C:49]1=[CH:48][CH:47]=[CH:46][CH:45]=2)[CH:26]=[CH:25][C:24]13[C:38]2[CH:37]=[CH:36][CH:35]=[CH:34][C:33]=2[C:32]2[C:27]1=[CH:28][CH:29]=[CH:30][CH:31]=2.